Dataset: Catalyst prediction with 721,799 reactions and 888 catalyst types from USPTO. Task: Predict which catalyst facilitates the given reaction. (1) Reactant: [Cl:1][C:2]1[CH:10]=[CH:9][C:5]([C:6](Cl)=[O:7])=[CH:4][N:3]=1.[C:11]([NH:14][NH2:15])(=[O:13])[CH3:12]. Product: [C:11]([NH:14][NH:15][C:6](=[O:7])[C:5]1[CH:9]=[CH:10][C:2]([Cl:1])=[N:3][CH:4]=1)(=[O:13])[CH3:12]. The catalyst class is: 9. (2) Reactant: C[N+]1([O-])[CH2:7][CH2:6][O:5]CC1.[Br:9][C:10]1[CH:15]=[CH:14]C(CBr)=[C:12]([I:18])[CH:11]=1. Product: [Br:9][C:10]1[CH:15]=[CH:14][C:7]([CH:6]=[O:5])=[C:12]([I:18])[CH:11]=1. The catalyst class is: 10.